This data is from Reaction yield outcomes from USPTO patents with 853,638 reactions. The task is: Predict the reaction yield, written as a fraction of the theoretical maximum amount of product (1.0 means a 100% yield; for example, 0.34 means a 34% yield). (1) The reactants are [CH3:1][O:2][C:3]1[CH:11]=[C:10]([C:12]2[CH:17]=[CH:16][CH:15]=[CH:14][CH:13]=2)[CH:9]=[CH:8][C:4]=1[C:5]([OH:7])=O.[F:18][C:19]([F:32])([F:31])[C:20]1[CH:21]=[C:22]([CH:24]=[C:25]([C:27]([F:30])([F:29])[F:28])[CH:26]=1)[NH2:23]. No catalyst specified. The product is [F:18][C:19]([F:31])([F:32])[C:20]1[CH:21]=[C:22]([NH:23][C:5](=[O:7])[C:4]2[CH:8]=[CH:9][C:10]([C:12]3[CH:17]=[CH:16][CH:15]=[CH:14][CH:13]=3)=[CH:11][C:3]=2[O:2][CH3:1])[CH:24]=[C:25]([C:27]([F:28])([F:30])[F:29])[CH:26]=1. The yield is 0.975. (2) The reactants are C(=O)([O-])[O-].[K+].[K+].[CH2:7]([C@@H:9]1[O:11][CH2:10]1)Cl.[C:12]([C:14]1[CH:19]=[CH:18][C:17]([OH:20])=[CH:16][CH:15]=1)#[N:13]. The catalyst is CC#N. The product is [O:11]1[CH2:10][C@H:9]1[CH2:7][O:20][C:17]1[CH:18]=[CH:19][C:14]([C:12]#[N:13])=[CH:15][CH:16]=1. The yield is 0.900. (3) The catalyst is Cl.O.[OH-].[Na+]. The yield is 0.350. The reactants are [CH3:1][C:2]1([CH3:29])[CH2:7][CH2:6][CH2:5][CH:4]([NH:8][C:9]([NH:11][C:12]2[N:13]=[C:14]3[CH:20]=[CH:19][N:18](COCC[Si](C)(C)C)[C:15]3=[N:16][CH:17]=2)=[O:10])[CH2:3]1.C(O)(=O)C. The product is [CH3:1][C:2]1([CH3:29])[CH2:7][CH2:6][CH2:5][CH:4]([NH:8][C:9]([NH:11][C:12]2[N:13]=[C:14]3[CH:20]=[CH:19][NH:18][C:15]3=[N:16][CH:17]=2)=[O:10])[CH2:3]1. (4) The reactants are [CH:1](S(C1C=CC=CC=1)(=O)=O)=[CH2:2].[NH2:12][CH:13]1[CH2:17][CH2:16][N:15]([CH3:18])[C:14]1=[O:19].[Br:20][C:21]1[C:26]([CH2:27][CH3:28])=[CH:25][N:24]=[C:23]([CH:29]=O)[CH:22]=1.[O-]S(C(F)(F)F)(=O)=O.[Ca+2].[O-]S(C(F)(F)F)(=O)=O.C(N(CC)CC)C.CC(C)([O-])C.[K+]. The catalyst is CO. The product is [Br:20][C:21]1[C:26]([CH2:27][CH3:28])=[CH:25][N:24]=[C:23]([C:29]2[CH2:2][CH2:1][C:13]3([CH2:17][CH2:16][N:15]([CH3:18])[C:14]3=[O:19])[N:12]=2)[CH:22]=1. The yield is 0.212. (5) The reactants are C([NH:4][OH:5])(=O)C.C([O-])([O-])=O.[K+].[K+].F[C:13]1[CH:20]=[CH:19][C:18]([N:21]2[C:25]3[C:26](=[O:43])[N:27]([C:30]4[CH:35]=[CH:34][C:33]([N:36]5[CH2:41][CH2:40][CH2:39][CH2:38][C:37]5=[O:42])=[CH:32][CH:31]=4)[CH2:28][CH2:29][C:24]=3[C:23]([C:44]([F:47])([F:46])[F:45])=[N:22]2)=[CH:17][C:14]=1[C:15]#[N:16].C(O)(C(F)(F)F)=O. The catalyst is CN(C=O)C.O. The product is [NH2:16][C:15]1[C:14]2[CH:17]=[C:18]([N:21]3[C:25]4[C:26](=[O:43])[N:27]([C:30]5[CH:35]=[CH:34][C:33]([N:36]6[CH2:41][CH2:40][CH2:39][CH2:38][C:37]6=[O:42])=[CH:32][CH:31]=5)[CH2:28][CH2:29][C:24]=4[C:23]([C:44]([F:46])([F:45])[F:47])=[N:22]3)[CH:19]=[CH:20][C:13]=2[O:5][N:4]=1. The yield is 0.670. (6) The reactants are C1(P(C2C=CC=CC=2)C2C=CC=CC=2)C=CC=CC=1.CC(OC(/N=N/C(OC(C)C)=O)=O)C.[CH2:34]([N:41]1[CH:46]([CH3:47])[CH2:45][O:44][C@H:43]([CH2:48][OH:49])[CH2:42]1)[C:35]1[CH:40]=[CH:39][CH:38]=[CH:37][CH:36]=1.[F:50][C:51]1[CH:56]=[CH:55][C:54](O)=[CH:53][CH:52]=1. The catalyst is C1COCC1. The product is [CH2:34]([N:41]1[CH:46]([CH3:47])[CH2:45][O:44][C@H:43]([CH2:48][O:49][C:54]2[CH:55]=[CH:56][C:51]([F:50])=[CH:52][CH:53]=2)[CH2:42]1)[C:35]1[CH:36]=[CH:37][CH:38]=[CH:39][CH:40]=1. The yield is 0.940. (7) The yield is 0.700. The catalyst is O1CCOCC1.O.[Pd].C1(P(C2C=CC=CC=2)C2C=CC=CC=2)C=CC=CC=1.C1(P(C2C=CC=CC=2)C2C=CC=CC=2)C=CC=CC=1.C1(P(C2C=CC=CC=2)C2C=CC=CC=2)C=CC=CC=1.C1(P(C2C=CC=CC=2)C2C=CC=CC=2)C=CC=CC=1. The reactants are Cl[C:2]1[C:7]([CH:8]=[O:9])=[C:6]([NH:10][C:11]2[CH:16]=[CH:15][CH:14]=[CH:13][CH:12]=2)[N:5]=[C:4]([S:17][CH3:18])[N:3]=1.C([O-])([O-])=O.[K+].[K+].[C:25]1(B(O)O)[CH:30]=[CH:29][CH:28]=[CH:27][CH:26]=1. The product is [CH3:18][S:17][C:4]1[N:3]=[C:2]([C:25]2[CH:30]=[CH:29][CH:28]=[CH:27][CH:26]=2)[C:7]([CH:8]=[O:9])=[C:6]([NH:10][C:11]2[CH:16]=[CH:15][CH:14]=[CH:13][CH:12]=2)[N:5]=1. (8) The reactants are Cl.[CH3:2][O:3][C:4](=[O:18])[C:5]1[C:6](=[C:11]([N+:15]([O-])=O)[CH:12]=[CH:13][CH:14]=1)[C:7]([O:9][CH3:10])=[O:8].[Sn](Cl)Cl. The catalyst is C(O)C. The product is [CH3:2][O:3][C:4](=[O:18])[C:5]1[C:6](=[C:11]([NH2:15])[CH:12]=[CH:13][CH:14]=1)[C:7]([O:9][CH3:10])=[O:8]. The yield is 0.860. (9) The reactants are [C:1]([O:5][C:6]([NH:8][C@@H:9]([C:13]([CH3:16])([CH3:15])[CH3:14])[C:10]([OH:12])=O)=[O:7])([CH3:4])([CH3:3])[CH3:2].Cl[C:18](OCC(C)C)=O.CN1CCOCC1.[NH2:32][C@H:33]([C:35]([O:37][CH3:38])=[O:36])[CH3:34]. The catalyst is C1COCC1.CN(C=O)C.CCOC(C)=O. The product is [CH2:38]([O:37][C:35](=[O:36])[C@@H:33]([NH:32][C:10](=[O:12])[C@@H:9]([NH:8][C:6]([O:5][C:1]([CH3:2])([CH3:3])[CH3:4])=[O:7])[C:13]([CH3:16])([CH3:15])[CH3:14])[CH3:34])[CH3:18]. The yield is 0.430.